The task is: Predict the reaction yield, written as a fraction of the theoretical maximum amount of product (1.0 means a 100% yield; for example, 0.34 means a 34% yield).. This data is from Reaction yield outcomes from USPTO patents with 853,638 reactions. The reactants are Br[CH2:2][C:3]1[CH:12]=[CH:11][C:6]([C:7]([O:9][CH3:10])=[O:8])=[CH:5][CH:4]=1.CN(C=O)C.[C:18]1([OH:24])[CH:23]=[CH:22][CH:21]=[CH:20][CH:19]=1.C([O-])([O-])=O.[Cs+].[Cs+]. The catalyst is O. The product is [O:24]([CH2:2][C:3]1[CH:12]=[CH:11][C:6]([C:7]([O:9][CH3:10])=[O:8])=[CH:5][CH:4]=1)[C:18]1[CH:23]=[CH:22][CH:21]=[CH:20][CH:19]=1. The yield is 0.910.